Dataset: Forward reaction prediction with 1.9M reactions from USPTO patents (1976-2016). Task: Predict the product of the given reaction. (1) Given the reactants [Na].[CH3:2][CH2:3][O-:4].[Na+].Cl[C:7]1[C:12]([N+:13]([O-:15])=[O:14])=[CH:11][CH:10]=[CH:9][N:8]=1, predict the reaction product. The product is: [CH2:3]([O:4][C:7]1[C:12]([N+:13]([O-:15])=[O:14])=[CH:11][CH:10]=[CH:9][N:8]=1)[CH3:2]. (2) Given the reactants [CH2:1]([C:3]1[CH:4]=[C:5]([CH3:24])[C:6]([N:9]2[CH2:14][CH2:13][N:12]([C:15]([C:17]3[CH:22]=[CH:21][C:20](I)=[CH:19][CH:18]=3)=[O:16])[CH2:11][CH2:10]2)=[N:7][CH:8]=1)[CH3:2].[S:25]1(=[O:31])(=[O:30])[CH2:29][CH2:28][CH2:27][NH:26]1, predict the reaction product. The product is: [O:30]=[S:25]1(=[O:31])[CH2:29][CH2:28][CH2:27][N:26]1[C:20]1[CH:21]=[CH:22][C:17]([C:15]([N:12]2[CH2:13][CH2:14][N:9]([C:6]3[C:5]([CH3:24])=[CH:4][C:3]([CH2:1][CH3:2])=[CH:8][N:7]=3)[CH2:10][CH2:11]2)=[O:16])=[CH:18][CH:19]=1. (3) Given the reactants [CH3:1]C(C)([O-])C.[K+].[Cl:7][C:8]1[N:13]=[CH:12][N:11]=[C:10]([C:14]2[O:19][C@H:18]([CH:20]=O)[C@@H:17]([O:22][Si:23]([CH:30]([CH3:32])[CH3:31])([CH:27]([CH3:29])[CH3:28])[CH:24]([CH3:26])[CH3:25])[C@H:16]([O:33][Si:34]([CH:41]([CH3:43])[CH3:42])([CH:38]([CH3:40])[CH3:39])[CH:35]([CH3:37])[CH3:36])[CH:15]=2)[C:9]=1[N+:44]([O-:46])=[O:45], predict the reaction product. The product is: [CH:30]([Si:23]([CH:27]([CH3:29])[CH3:28])([CH:24]([CH3:25])[CH3:26])[O:22][C@H:17]1[C@H:16]([O:33][Si:34]([CH:38]([CH3:40])[CH3:39])([CH:35]([CH3:36])[CH3:37])[CH:41]([CH3:42])[CH3:43])[CH:15]=[C:14]([C:10]2[C:9]([N+:44]([O-:46])=[O:45])=[C:8]([Cl:7])[N:13]=[CH:12][N:11]=2)[O:19][C@@H:18]1[CH:20]=[CH2:1])([CH3:31])[CH3:32]. (4) Given the reactants [C:1]([C:5]1[N:9]([CH3:10])[N:8]([CH2:11][CH:12]2[CH2:15][CH2:14][CH2:13]2)[C:7](=[NH:16])[CH:6]=1)([CH3:4])([CH3:3])[CH3:2].[F:17][C:18]1[CH:26]=[CH:25][C:24]([S:27](=[O:30])(=[O:29])[NH2:28])=[CH:23][C:19]=1[C:20](O)=[O:21].CCN(CC)CC.C(P(=O)(OCC)OCC)#N, predict the reaction product. The product is: [NH2:28][S:27]([C:24]1[CH:25]=[CH:26][C:18]([F:17])=[C:19]([CH:23]=1)[C:20](/[N:16]=[C:7]1/[N:8]([CH2:11][CH:12]2[CH2:13][CH2:14][CH2:15]2)[N:9]([CH3:10])[C:5]([C:1]([CH3:4])([CH3:2])[CH3:3])=[CH:6]/1)=[O:21])(=[O:30])=[O:29]. (5) Given the reactants [F:1][C:2]1[C:7]([CH:8]=[O:9])=[C:6]([OH:10])[C:5]([OH:11])=[CH:4][CH:3]=1.C[C:13]([CH3:16])([O-])[CH3:14].[Na+].[CH2:32](C(Br)CCOCCC(Br)[CH2:32][C:33]1[CH:38]=[CH:37][CH:36]=[CH:35][CH:34]=1)[C:33]1[CH:38]=[CH:37][CH:36]=[CH:35][CH:34]=1.CS(C)=[O:43], predict the reaction product. The product is: [CH2:32]([O:43][CH2:14][CH2:13][CH2:16][O:11][C:5]1[C:6]([OH:10])=[C:7]([C:2]([F:1])=[CH:3][CH:4]=1)[CH:8]=[O:9])[C:33]1[CH:34]=[CH:35][CH:36]=[CH:37][CH:38]=1. (6) Given the reactants C1C(=O)N(O[C:9]([O:11][N:12]2[C:17](=[O:18])[CH2:16][CH2:15][C:13]2=[O:14])=[O:10])C(=O)C1.[CH2:19]([N:26]1[CH2:32][CH2:31][CH2:30][CH2:29][C@H:28]([NH2:33])[CH2:27]1)[C:20]1[CH:25]=[CH:24][CH:23]=[CH:22][CH:21]=1.C(N(C(C)C)CC)(C)C, predict the reaction product. The product is: [CH2:19]([N:26]1[CH2:32][CH2:31][CH2:30][CH2:29][C@H:28]([NH:33][C:9]([O:11][N:12]2[C:13](=[O:14])[CH2:15][CH2:16][C:17]2=[O:18])=[O:10])[CH2:27]1)[C:20]1[CH:21]=[CH:22][CH:23]=[CH:24][CH:25]=1.